From a dataset of Forward reaction prediction with 1.9M reactions from USPTO patents (1976-2016). Predict the product of the given reaction. Given the reactants [CH2:1]([C:4]1[CH:9]=[CH:8][C:7]([O:10][C:11](=[O:14])[CH2:12][NH2:13])=[C:6]([O:15][CH3:16])[CH:5]=1)[CH:2]=[CH2:3].[F:17][C:18]([F:23])([F:22])[C:19]([OH:21])=[O:20], predict the reaction product. The product is: [F:17][C:18]([F:23])([F:22])[C:19]([OH:21])=[O:20].[CH2:1]([C:4]1[CH:9]=[CH:8][C:7]([O:10][C:11](=[O:14])[CH2:12][NH2:13])=[C:6]([O:15][CH3:16])[CH:5]=1)[CH:2]=[CH2:3].